From a dataset of Drug-target binding data from BindingDB using Ki measurements. Regression. Given a target protein amino acid sequence and a drug SMILES string, predict the binding affinity score between them. We predict pKi (pKi = -log10(Ki in M); higher means stronger inhibition). Dataset: bindingdb_ki. (1) The small molecule is CC(NC(=O)C(C)NC(=O)OCc1ccccc1)C(=O)[O-]. The target protein (P46059) has sequence MGMSKSHSFFGYPLSIFFIVVNEFCERFSYYGMRAILILYFTNFISWDDNLSTAIYHTFVALCYLTPILGALIADSWLGKFKTIVSLSIVYTIGQAVTSVSSINDLTDHNHDGTPDSLPVHVVLSLIGLALIALGTGGIKPCVSAFGGDQFEEGQEKQRNRFFSIFYLAINAGSLLSTIITPMLRVQQCGIHSKQACYPLAFGVPAALMAVALIVFVLGSGMYKKFKPQGNIMGKVAKCIGFAIKNRFRHRSKAFPKREHWLDWAKEKYDERLISQIKMVTRVMFLYIPLPMFWALFDQQGSRWTLQATTMSGKIGALEIQPDQMQTVNAILIVIMVPIFDAVLYPLIAKCGFNFTSLKKMAVGMVLASMAFVVAAIVQVEIDKTLPVFPKGNEVQIKVLNIGNNTMNISLPGEMVTLGPMSQTNAFMTFDVNKLTRINISSPGSPVTAVTDDFKQGQRHTLLVWAPNHYQVVKDGLNQKPEKGENGIRFVNTFNELITI.... The pKi is 2.2. (2) The small molecule is NC(=O)[C@@H]1C[C@@H](NC(=O)[C@@H](N)CCCN=C(N)N[N+](=O)[O-])CN1. The target protein sequence is MEENTFGVQQIQPNVISVRLFKRKVGGLGFLVKERVSKPPVIISDLIRGGAAEQSGLIQAGDIILAVNDRPLVDLSYDSALEVLRGIASETHVVLILRGPEGFTTHLETTFTGDGTPKTIRVTQPLGPPTKAVDLSHQPSASKDQSLAVDRVTGLGNGPQHAQGHGQGAGSVSQANGVAIDPTMKSTKANLQDIGEHDELLKEIEPVLSILNSGSKATNRGGPAKAEMKDTGIQVDRDLDGKSHKAPPLGGDNDRVFNDLWGKDNVPVILNNPYSEKEQSPTSGKQSPTKNGSPSRCPRFLKVKNWETDVVLTDTLHLKSTLETGCTEHICMGSIMLPSQHTRKPEDVRTKDQLFPLAKEFLDQYYSSIKRFGSKAHMDRLEEVNKEIESTSTYQLKDTELIYGAKHAWRNASRCVGRIQWSKLQVFDARDCTTAHGMFNYICNHVKYATNKGNLRSAITIFPQRTDGKHDFRVWNSQLIRYAGYKQPDGSTLGDPANVQ.... The pKi is 4.7. (3) The drug is Nc1ccc(Nc2cc(=O)[nH]c(=O)[nH]2)cc1. The target protein (P13267) has sequence MEQLSVNRRQFQILLQQINMTDDTFMTYFEHGEIKKLTIHKASKSWHFHFQFKSLLPFQIYDTLTTRLTQSFAHIAKVTSSIEVQDAEVSESIVQDYWSRCIEELQGISPPIISLLNQQKPKLKGNKLIVKTKTDTEAAALKNKYSSMIQAEYRQFGFPDLQLDAEIFVSEQEVQKFREQKLAEDQERAMQALIEMEKKDKESDEDQAPSGPLVIGYQIKDNEEIRTLDSIMDEERRITVQGYVFDVETRELKSGRTLCIFKITDYTNSILIKMFAREKEDAALMKSLKKGMWVKARGSIQNDTFVRDLVMIANDVNEIKAKTREDSAPEGEKRVELHLHSPMSQMDAVTGIGKLVEQAKKWGHEAIALTDHAVVQSFPDAYSAAKKHGIKMIYGMEANLVDDGVPIAYNAAHRLLEEETYVVFDVETTGLSAVYDTIIELAAVKVKGGEIIDKFEAFANPHRPLSATIIELTGITDDMLQDAPDVVDVIRDFREWIGDD.... The pKi is 2.4. (4) The compound is CC(=O)N=c1sc(S(N)(=O)=O)nn1C. The target protein (P00915) has sequence MASPDWGYDDKNGPEQWSKLYPIANGNNQSPVDIKTSETKHDTSLKPISVSYNPATAKEIINVGHSFHVNFEDNDNRSVLKGGPFSDSYRLFQFHFHWGSTNEHGSEHTVDGVKYSAELHVAHWNSAKYSSLAEAASKADGLAVIGVLMKVGEANPKLQKVLDALQAIKTKGKRAPFTNFDPSTLLPSSLDFWTYPGSLTHPPLYESVTWIICKESISVSSEQLAQFRSLLSNVEGDNAVPMQHNNRPTQPLKGRTVRASF. The pKi is 6.5. (5) The compound is Cc1ccc2nccn2c1C(=O)N1C2CCC1C(COc1ccccn1)C2. The target protein (P56718) has sequence MEPSATPGAQPGVPTSSGEPFHLPPDYEDEFLRYLWRDYLYPKQYEWVLIAAYVAVFLIALVGNTLVCLAVWRNHHMRTVTNYFIVNLSLADVLVTAICLPASLLVDITESWLFGHALCKVIPYLQAVSVSVAVLTLSFIALDRWYAICHPLLFKSTARRARGSILGIWAVSLAVMVPQAAVMECSSVLPELANRTRLFSVCDERWADELYPKIYHSCFFFVTYLAPLGLMGMAYFQIFRKLWGPQIPGTTSALVRNWKRPSEQLEAQHQGLCTEPQPRARAFLAEVKQMRARRKTAKMLMVVLLVFALCYLPISVLNVLKRVFGMFRQASDREAVYACFTFSHWLVYANSAANPIIYNFLSGKFREQFKAAFSCCLPGLGPSSSARHKSLSLQSRCSVSKVSEHVVLTTVTTVLS. The pKi is 5.0. (6) The compound is Fc1ccc([C@@H]2CCNC[C@H]2COc2ccc3c(c2)OCO3)cc1. The pKi is 5.0. The target protein (P32120) has sequence MGEKPGTRVFKKSSPNCKLTVYLGKRDFVDHLDKVDPVDGVVLVDPDYLKDRKVFVTLTCAFRYGREDLDVLGLSFRKDLFIANYQAFPPTPNPPRPPTRLQERLLRKLGQHAHPFFFTIPQNLPCSVTLQPGPEDTGKACGVDFEIRAFCAKSLEEKSHKRNSVRLVIRKVQFAPEKPGPQPSAETTRHFLMSDRSLHLEASLDKELYYHGEPLNVNVHVTNNSTKTVKKIKVSVRQYADICLFSTAQYKCPVAQVEQDDQVSPSSTFCKVYTITPLLSNNREKRGLALDGKLKHEDTNLASSTIVKEGANKEVLGILVSYRVKVKLVVSRGGDVSVELPFVLMHPKPHDHIALPRPQSAATHPPTLLPSAVPETDAPVDTNLIEFETNYATDDDIVFEDFARLRLKGLKDEDYDDQFC.